This data is from Peptide-MHC class I binding affinity with 185,985 pairs from IEDB/IMGT. The task is: Regression. Given a peptide amino acid sequence and an MHC pseudo amino acid sequence, predict their binding affinity value. This is MHC class I binding data. (1) The peptide sequence is DLQDVIQEI. The MHC is HLA-A02:01 with pseudo-sequence HLA-A02:01. The binding affinity (normalized) is 0.0847. (2) The peptide sequence is LLSAWILTA. The MHC is HLA-A68:02 with pseudo-sequence HLA-A68:02. The binding affinity (normalized) is 0. (3) The peptide sequence is SLTILDDNL. The MHC is HLA-A02:02 with pseudo-sequence HLA-A02:02. The binding affinity (normalized) is 0.814. (4) The peptide sequence is WLFSNCRTL. The MHC is Mamu-A07 with pseudo-sequence Mamu-A07. The binding affinity (normalized) is 0.451. (5) The peptide sequence is LSSIGIPAY. The MHC is HLA-A69:01 with pseudo-sequence HLA-A69:01. The binding affinity (normalized) is 0.0847.